This data is from Full USPTO retrosynthesis dataset with 1.9M reactions from patents (1976-2016). The task is: Predict the reactants needed to synthesize the given product. Given the product [N:11]1[CH:12]=[CH:13][C:8]([N:1]2[CH2:6][CH2:5][NH:4][CH2:3][CH2:2]2)=[CH:9][CH:10]=1, predict the reactants needed to synthesize it. The reactants are: [NH:1]1[CH2:6][CH2:5][NH:4][CH2:3][CH2:2]1.Br[C:8]1[CH:13]=[CH:12][N:11]=[CH:10][CH:9]=1.